Dataset: HIV replication inhibition screening data with 41,000+ compounds from the AIDS Antiviral Screen. Task: Binary Classification. Given a drug SMILES string, predict its activity (active/inactive) in a high-throughput screening assay against a specified biological target. (1) The result is 0 (inactive). The drug is CCCCNC(=S)Nc1nc(C(=O)NNC(=S)NCc2ccccc2)cs1. (2) The drug is O=C1CSC(=Nc2ccccc2)N1c1ncccn1. The result is 0 (inactive). (3) The molecule is COc1cc2ccc(C(=O)NCCCNC(=O)c3ccc4cc(OC)c(OC)cc4c3)cc2cc1OC. The result is 1 (active).